This data is from Catalyst prediction with 721,799 reactions and 888 catalyst types from USPTO. The task is: Predict which catalyst facilitates the given reaction. (1) Reactant: CC1(C)C(C)(C)OB([C:9]2[CH:10]=[C:11]3[C:16](=[CH:17][CH:18]=2)[C:15]([C:19]([O:21][CH3:22])=[O:20])=[CH:14][CH:13]=[CH:12]3)O1.Br[C:25]1[CH:34]=[CH:33][CH:32]=[C:31]2[C:26]=1[CH:27]=[CH:28][N:29]=[CH:30]2.C(=O)([O-])[O-].[Na+].[Na+]. Product: [CH:30]1[C:31]2[C:26](=[C:25]([C:9]3[CH:10]=[C:11]4[C:16](=[CH:17][CH:18]=3)[C:15]([C:19]([O:21][CH3:22])=[O:20])=[CH:14][CH:13]=[CH:12]4)[CH:34]=[CH:33][CH:32]=2)[CH:27]=[CH:28][N:29]=1. The catalyst class is: 780. (2) Product: [Cl:1][C:2]1[N:7]=[CH:6][C:5]2[C:8]([N:15]3[CH2:20][CH2:19][NH:18][CH2:17][CH2:16]3)=[N:9][N:10]([CH:11]([CH3:13])[CH3:12])[C:4]=2[CH:3]=1. The catalyst class is: 590. Reactant: [Cl:1][C:2]1[N:7]=[CH:6][C:5]2[C:8](I)=[N:9][N:10]([CH:11]([CH3:13])[CH3:12])[C:4]=2[CH:3]=1.[NH:15]1[CH2:20][CH2:19][NH:18][CH2:17][CH2:16]1.N1CCC[C@H]1C(O)=O.C(=O)([O-])[O-].[K+].[K+]. (3) Reactant: [CH3:1][C:2]1([CH3:17])[O:7][CH2:6][N:5]([CH2:8][C:9]2[CH:14]=[CH:13][CH:12]=[CH:11][C:10]=2[NH2:15])[C:4](=[O:16])[CH2:3]1.C(N(CC)CC)C.[F:25][C:26]([F:39])([F:38])[S:27](O[S:27]([C:26]([F:39])([F:38])[F:25])(=[O:29])=[O:28])(=[O:29])=[O:28].Cl. Product: [CH3:1][C:2]1([CH3:17])[O:7][CH2:6][N:5]([CH2:8][C:9]2[CH:14]=[CH:13][CH:12]=[CH:11][C:10]=2[NH:15][S:27]([C:26]([F:39])([F:38])[F:25])(=[O:29])=[O:28])[C:4](=[O:16])[CH2:3]1. The catalyst class is: 526. (4) Reactant: [O-:1][N+:2]1[C:7]2[CH:8]=[C:9]3[C:13](=[CH:14][C:6]=2[N:5]=C(NCCCO)N=1)[CH2:12][CH2:11][CH2:10]3.[OH:20]O.C(O[C:29]([C:31](F)(F)F)=[O:30])(C(F)(F)F)=O.N. Product: [N+:2]([C:7]1[CH:8]=[C:9]2[C:13]([CH2:12][CH2:11][CH2:10]2)=[CH:14][C:6]=1[NH:5][C:29](=[O:30])[CH3:31])([O-:1])=[O:20]. The catalyst class is: 2.